From a dataset of Peptide-MHC class II binding affinity with 134,281 pairs from IEDB. Regression. Given a peptide amino acid sequence and an MHC pseudo amino acid sequence, predict their binding affinity value. This is MHC class II binding data. (1) The peptide sequence is GIDTNAYYVMTVGTKTFL. The MHC is DRB1_0404 with pseudo-sequence DRB1_0404. The binding affinity (normalized) is 0.220. (2) The peptide sequence is MGKATTEEQKLIEDV. The MHC is HLA-DQA10102-DQB10602 with pseudo-sequence HLA-DQA10102-DQB10602. The binding affinity (normalized) is 0.343.